This data is from CYP2C19 inhibition data for predicting drug metabolism from PubChem BioAssay. The task is: Regression/Classification. Given a drug SMILES string, predict its absorption, distribution, metabolism, or excretion properties. Task type varies by dataset: regression for continuous measurements (e.g., permeability, clearance, half-life) or binary classification for categorical outcomes (e.g., BBB penetration, CYP inhibition). Dataset: cyp2c19_veith. (1) The drug is CC(C)(C)NCC[C@@H](O)c1cc(C(F)(F)F)nc2c(C(F)(F)F)cccc12.O=P(O)(O)O. The result is 0 (non-inhibitor). (2) The result is 1 (inhibitor). The molecule is CCCCCCCCN1C(=O)N(C)C(N(O)C(=O)NC)C1(C)C. (3) The compound is Cc1ncn(-c2ccccc2O)c1C. The result is 0 (non-inhibitor). (4) The compound is CC[C@@H](CO)NCCN[C@H](CC)CO. The result is 0 (non-inhibitor). (5) The molecule is COc1cc2ncnc(Nc3cccc(Cl)c3)c2cc1OC. The result is 0 (non-inhibitor). (6) The drug is COc1ccccc1CNc1nc(-c2cccc(NS(C)(=O)=O)c2)nc2ccccc12. The result is 1 (inhibitor). (7) The drug is Cn1cccc1C(=O)N1CCC[C@@]2(CCN(C(=O)Nc3cccc(F)c3)C2)C1. The result is 0 (non-inhibitor).